Task: Predict the reaction yield, written as a fraction of the theoretical maximum amount of product (1.0 means a 100% yield; for example, 0.34 means a 34% yield).. Dataset: Reaction yield outcomes from USPTO patents with 853,638 reactions (1) The reactants are [Al+3].[Cl-].[Cl-].[Cl-].[Cl:5][CH2:6][CH2:7][CH2:8][C:9](Cl)=[O:10].[C:12]1([CH3:18])[CH:17]=[CH:16][CH:15]=[CH:14][CH:13]=1. No catalyst specified. The product is [Cl:5][CH2:6][CH2:7][CH2:8][C:9]([C:15]1[CH:16]=[CH:17][C:12]([CH3:18])=[CH:13][CH:14]=1)=[O:10]. The yield is 0.950. (2) The reactants are Br[CH:2]([C:33]([F:36])([F:35])[F:34])[CH2:3][N:4]([C:8]1[C:9]([NH2:32])=[N:10][C:11]([C:14]2[CH:18]=[C:17]([C:19]3[CH:23]=[CH:22][O:21][N:20]=3)[N:16]([CH2:24][C:25]3[CH:30]=[CH:29][CH:28]=[CH:27][C:26]=3[F:31])[N:15]=2)=[N:12][CH:13]=1)[C:5](=[O:7])[O-:6].[Li+].C[Si]([N-][Si](C)(C)C)(C)C.CO. The catalyst is C1COCC1. The product is [NH2:32][C:9]1[C:8]([N:4]2[CH2:3][CH:2]([C:33]([F:36])([F:35])[F:34])[O:6][C:5]2=[O:7])=[CH:13][N:12]=[C:11]([C:14]2[CH:18]=[C:17]([C:19]3[CH:23]=[CH:22][O:21][N:20]=3)[N:16]([CH2:24][C:25]3[CH:30]=[CH:29][CH:28]=[CH:27][C:26]=3[F:31])[N:15]=2)[N:10]=1. The yield is 0.270. (3) The reactants are C(OC([C:6]1[C:10]([C:11]2[CH:16]=[CH:15][C:14]([CH3:17])=[CH:13][CH:12]=2)=[CH:9][NH:8][CH:7]=1)=O)C.[OH-].[Na+].[Na+].[Cl-]. The catalyst is C(O)CO. The product is [CH3:17][C:14]1[CH:13]=[CH:12][C:11]([C:10]2[CH:6]=[CH:7][NH:8][CH:9]=2)=[CH:16][CH:15]=1. The yield is 0.710. (4) The reactants are [OH:1][C:2]1[CH:3]=[C:4]([C:8](=O)[CH2:9][C:10]2[CH:15]=[CH:14][CH:13]=[CH:12][CH:11]=2)[CH:5]=[CH:6][CH:7]=1.[CH2:17]([O:19][C:20]1[CH:21]=[C:22]([CH:25]=[C:26]([N+:29]([O-:31])=[O:30])[C:27]=1[OH:28])[CH:23]=O)[CH3:18].[NH2:32][C:33]([NH2:35])=[O:34].Cl. The catalyst is C(O)C. The product is [CH2:17]([O:19][C:20]1[CH:21]=[C:22]([CH:23]2[C:9]([C:10]3[CH:15]=[CH:14][CH:13]=[CH:12][CH:11]=3)=[C:8]([C:4]3[CH:5]=[CH:6][CH:7]=[C:2]([OH:1])[CH:3]=3)[NH:35][C:33](=[O:34])[NH:32]2)[CH:25]=[C:26]([N+:29]([O-:31])=[O:30])[C:27]=1[OH:28])[CH3:18]. The yield is 0.339.